From a dataset of Reaction yield outcomes from USPTO patents with 853,638 reactions. Predict the reaction yield, written as a fraction of the theoretical maximum amount of product (1.0 means a 100% yield; for example, 0.34 means a 34% yield). (1) The reactants are [OH-].[Na+].CC1(C)C(C)(C)OB([C:11]2[CH:19]=[CH:18][CH:17]=[C:16]3[C:12]=2[CH:13]=[CH:14][NH:15]3)O1.Br[C:22]1[CH:27]=[CH:26][CH:25]=[CH:24][N:23]=1. The catalyst is [Pd].C1COCC1. The product is [N:23]1[CH:24]=[CH:25][CH:26]=[CH:27][C:22]=1[C:11]1[CH:19]=[CH:18][CH:17]=[C:16]2[C:12]=1[CH:13]=[CH:14][NH:15]2. The yield is 0.710. (2) The reactants are [N+:1]([C:4]1[CH:5]=[C:6]([CH:8]=[CH:9][CH:10]=1)[NH2:7])([O-:3])=[O:2].N1C=CC=CC=1.[Cl:17][C:18]1[CH:26]=[C:25]([F:27])[CH:24]=[CH:23][C:19]=1[C:20](Cl)=[O:21]. The catalyst is ClCCl. The product is [Cl:17][C:18]1[CH:26]=[C:25]([F:27])[CH:24]=[CH:23][C:19]=1[C:20]([NH:7][C:6]1[CH:8]=[CH:9][CH:10]=[C:4]([N+:1]([O-:3])=[O:2])[CH:5]=1)=[O:21]. The yield is 0.770. (3) The reactants are [Cl:1][C:2]1[CH:10]=[C:9]2[C:5]([C:6]3([C@@H:15]([C:16]4[CH:21]=[CH:20][N:19]=[C:18]([Cl:22])[C:17]=4[F:23])[C@H:14]([C:24]([OH:26])=O)[NH:13][C:12]43[CH2:31][CH2:30][C:29]([CH3:33])([CH3:32])[CH2:28][CH2:27]4)[C:7](=[O:11])[NH:8]2)=[CH:4][CH:3]=1.[CH3:34][N:35]1[C:39]([CH2:40][NH2:41])=[CH:38][N:37]=[CH:36]1. No catalyst specified. The product is [Cl:1][C:2]1[CH:10]=[C:9]2[C:5]([C@@:6]3([C@@H:15]([C:16]4[CH:21]=[CH:20][N:19]=[C:18]([Cl:22])[C:17]=4[F:23])[C@H:14]([C:24]([NH:41][CH2:40][C:39]4[N:35]([CH3:34])[CH:36]=[N:37][CH:38]=4)=[O:26])[NH:13][C:12]43[CH2:31][CH2:30][C:29]([CH3:32])([CH3:33])[CH2:28][CH2:27]4)[C:7](=[O:11])[NH:8]2)=[CH:4][CH:3]=1. The yield is 0.410. (4) The reactants are [C:1]1([C:7]2[N:11]3[CH:12]=[CH:13][C:14]([C:16]#[C:17][Si](C)(C)C)=[CH:15][C:10]3=[N:9][C:8]=2[C:22]2[CH:27]=[CH:26][C:25]([C:28]3([NH2:32])[CH2:31][CH2:30][CH2:29]3)=[CH:24][CH:23]=2)[CH:6]=[CH:5][CH:4]=[CH:3][CH:2]=1.[F-].C([N+](CCCC)(CCCC)CCCC)CCC.C(N(CC)CC)C. The catalyst is C1COCC1. The product is [C:16]([C:14]1[CH:13]=[CH:12][N:11]2[C:7]([C:1]3[CH:2]=[CH:3][CH:4]=[CH:5][CH:6]=3)=[C:8]([C:22]3[CH:27]=[CH:26][C:25]([C:28]4([NH2:32])[CH2:29][CH2:30][CH2:31]4)=[CH:24][CH:23]=3)[N:9]=[C:10]2[CH:15]=1)#[CH:17]. The yield is 0.390. (5) The reactants are [Cl:1][C:2]1[CH:7]=[CH:6][C:5]([C@@:8]23[O:15][C@@:12]([CH2:16][OH:17])([CH2:13][O:14]2)[C@@H:11]([OH:18])[C@H:10]([OH:19])[C@H:9]3[OH:20])=[CH:4][C:3]=1[CH2:21][C:22]1[CH:27]=[CH:26][C:25]([OH:28])=[CH:24][CH:23]=1.C(=O)([O-])[O-].[K+].[K+].Br[CH2:36][CH2:37][O:38][C:39](=[O:41])[CH3:40].O. The catalyst is C(#N)C.C(OCC)(=O)C. The product is [Cl:1][C:2]1[CH:7]=[CH:6][C:5]([C@@:8]23[O:15][C@@:12]([CH2:16][OH:17])([CH2:13][O:14]2)[C@@H:11]([OH:18])[C@H:10]([OH:19])[C@H:9]3[OH:20])=[CH:4][C:3]=1[CH2:21][C:22]1[CH:23]=[CH:24][C:25]([O:28][CH2:36][CH2:37][O:38][C:39](=[O:41])[CH3:40])=[CH:26][CH:27]=1. The yield is 0.220. (6) The reactants are [OH:1][C:2]1[CH:7]=[CH:6][N:5]=[CH:4][CH:3]=1.[C:8]([O:12][C:13]([N:15]1[CH2:20][CH2:19][CH:18]([CH2:21]O)[CH2:17][CH2:16]1)=[O:14])([CH3:11])([CH3:10])[CH3:9].C1(P(C2C=CC=CC=2)C2C=CC=CC=2)C=CC=CC=1.CCOC(/N=N/C(OCC)=O)=O. The catalyst is C1COCC1. The product is [C:8]([O:12][C:13]([N:15]1[CH2:20][CH2:19][CH:18]([CH2:21][O:1][C:2]2[CH:7]=[CH:6][N:5]=[CH:4][CH:3]=2)[CH2:17][CH2:16]1)=[O:14])([CH3:11])([CH3:9])[CH3:10]. The yield is 0.280. (7) The reactants are F[C:2]1[N:7]=[C:6]([C:8]2[C:16]3[C:11](=[CH:12][N:13]=[C:14]([C:17]4[CH:18]=[N:19][CH:20]=[CH:21][CH:22]=4)[CH:15]=3)[N:10](COCC[Si](C)(C)C)[N:9]=2)[CH:5]=[CH:4][CH:3]=1.[CH2:31]([NH2:35])[CH2:32][CH2:33][NH2:34]. No catalyst specified. The product is [N:19]1[CH:20]=[CH:21][CH:22]=[C:17]([C:14]2[CH:15]=[C:16]3[C:8]([C:6]4[N:7]=[C:2]([NH:34][CH2:33][CH2:32][CH2:31][NH2:35])[CH:3]=[CH:4][CH:5]=4)=[N:9][NH:10][C:11]3=[CH:12][N:13]=2)[CH:18]=1. The yield is 0.310.